From a dataset of Forward reaction prediction with 1.9M reactions from USPTO patents (1976-2016). Predict the product of the given reaction. (1) Given the reactants [C:1]([O:6][CH2:7][CH3:8])(=[O:5])[C@H:2]([CH3:4])[OH:3].[C:9]([Si:13](Cl)([CH3:15])[CH3:14])([CH3:12])([CH3:11])[CH3:10].N1C=CN=C1, predict the reaction product. The product is: [Si:13]([O:3][C@@H:2]([CH3:4])[C:1]([O:6][CH2:7][CH3:8])=[O:5])([C:9]([CH3:12])([CH3:11])[CH3:10])([CH3:15])[CH3:14]. (2) The product is: [CH2:1]([C:5]1[CH:10]=[CH:9][C:8]([C:11]2[O:20][N:22]=[C:13]([C:14]([O:16][CH2:17][CH3:18])=[O:15])[CH:12]=2)=[CH:7][CH:6]=1)[CH:2]([CH3:4])[CH3:3]. Given the reactants [CH2:1]([C:5]1[CH:10]=[CH:9][C:8]([C:11](=[O:20])[CH2:12][C:13](=O)[C:14]([O:16][CH2:17][CH3:18])=[O:15])=[CH:7][CH:6]=1)[CH:2]([CH3:4])[CH3:3].Cl.[NH2:22]O.O, predict the reaction product. (3) Given the reactants N.C[O:3][C:4]1[CH:9]=[CH:8][C:7]([Si:10]([CH3:13])([CH3:12])[CH3:11])=[CH:6][CH:5]=1.[Na].C(O)(=O)C(O)=O, predict the reaction product. The product is: [CH3:11][Si:10]([CH3:13])([CH3:12])[CH:7]1[CH2:8][CH2:9][C:4](=[O:3])[CH2:5][CH2:6]1. (4) Given the reactants FC(F)(F)S(O[C:7]1[C:16]2[C:11](=[CH:12][CH:13]=[CH:14][CH:15]=2)[C:10]([CH:17]=[O:18])=[CH:9][CH:8]=1)(=O)=O.[C:21]([O:25][CH3:26])(=[O:24])[CH:22]=[CH2:23].C(N(CC)CC)C.[Cl-].[NH4+], predict the reaction product. The product is: [CH:17]([C:10]1[C:11]2[C:16](=[CH:15][CH:14]=[CH:13][CH:12]=2)[CH:7]=[C:8](/[CH:23]=[CH:22]/[C:21]([O:25][CH3:26])=[O:24])[CH:9]=1)=[O:18]. (5) The product is: [ClH:47].[CH3:45][C:42]1[C:24]2[C:25]3[CH:26]=[C:27]([O:33][CH2:34][CH:35]4[CH2:40][CH2:39][N:38]([CH3:41])[CH2:37][CH2:36]4)[C:28]([O:31][CH3:32])=[CH:29][C:30]=3[C:21]([C:18]3[CH:17]=[CH:16][C:15]([OH:14])=[CH:20][CH:19]=3)=[N:22][C:23]=2[NH:44][N:43]=1. Given the reactants FC(F)(F)C(O)=O.C(=O)([O:14][C:15]1[CH:20]=[CH:19][C:18]([C:21]2[C:30]3[CH:29]=[C:28]([O:31][CH3:32])[C:27]([O:33][CH2:34][CH:35]4[CH2:40][CH2:39][N:38]([CH3:41])[CH2:37][CH2:36]4)=[CH:26][C:25]=3[C:24]3[C:42]([CH3:45])=[N:43][NH:44][C:23]=3[N:22]=2)=[CH:17][CH:16]=1)OC(C)(C)C.[ClH:47], predict the reaction product. (6) Given the reactants [S:1]1[C:5]2[CH:6]=[CH:7][C:8]([CH2:10][CH2:11][O:12][CH2:13][CH2:14][C:15]([N:17]3[CH2:20][CH:19]([OH:21])[CH2:18]3)=O)=[CH:9][C:4]=2[CH:3]=[CH:2]1.[BH4-].[Na+].Cl.[O:25]1[CH2:30][CH2:29]OCC1.Cl.[OH-].[Na+].[C:34]([O:37]CC)(=[O:36])[CH3:35], predict the reaction product. The product is: [C:34]([OH:37])(=[O:36])/[CH:35]=[CH:29]\[C:30]([OH:25])=[O:12].[S:1]1[C:5]2[CH:6]=[CH:7][C:8]([CH2:10][CH2:11][O:12][CH2:13][CH2:14][CH2:15][N:17]3[CH2:20][CH:19]([OH:21])[CH2:18]3)=[CH:9][C:4]=2[CH:3]=[CH:2]1.